This data is from Forward reaction prediction with 1.9M reactions from USPTO patents (1976-2016). The task is: Predict the product of the given reaction. (1) Given the reactants [Br:1][C:2]1[C:10]([Cl:11])=[CH:9][CH:8]=[CH:7][C:3]=1C(O)=O.C([N:14](CC)CC)C.C1(P(N=[N+]=[N-])(C2C=CC=CC=2)=O)C=CC=CC=1.C(O)(C)(C)C, predict the reaction product. The product is: [Br:1][C:2]1[C:10]([Cl:11])=[CH:9][CH:8]=[CH:7][C:3]=1[NH2:14]. (2) Given the reactants C([O:3][C:4](=[O:33])[C:5]1[CH:10]=[C:9]([N:11]2[C:15]([CH3:16])=[CH:14][CH:13]=[C:12]2[C:17]2[CH:22]=[CH:21][CH:20]=[CH:19][C:18]=2[O:23][CH2:24][C:25]2[CH:30]=[CH:29][C:28]([F:31])=[CH:27][C:26]=2[F:32])[CH:8]=[N:7][CH:6]=1)C.C(O)C, predict the reaction product. The product is: [F:32][C:26]1[CH:27]=[C:28]([F:31])[CH:29]=[CH:30][C:25]=1[CH2:24][O:23][C:18]1[CH:19]=[CH:20][CH:21]=[CH:22][C:17]=1[C:12]1[N:11]([C:9]2[CH:8]=[N:7][CH:6]=[C:5]([CH:10]=2)[C:4]([OH:33])=[O:3])[C:15]([CH3:16])=[CH:14][CH:13]=1. (3) Given the reactants [N:1]1[CH:6]=[CH:5][CH:4]=[C:3]([O:7][CH2:8][C:9]([NH:11][CH:12]2[CH2:17][CH2:16][N:15](C(OC(C)(C)C)=O)[CH2:14][CH2:13]2)=[O:10])[CH:2]=1.C(O)(C(F)(F)F)=O, predict the reaction product. The product is: [NH:15]1[CH2:16][CH2:17][CH:12]([NH:11][C:9](=[O:10])[CH2:8][O:7][C:3]2[CH:2]=[N:1][CH:6]=[CH:5][CH:4]=2)[CH2:13][CH2:14]1. (4) Given the reactants C(OC(=O)[NH:7][CH2:8][CH2:9][N:10]([C:33](=[O:36])[CH:34]=[CH2:35])[CH:11]([C:14]1[N:23]([CH2:24][C:25]2[CH:30]=[CH:29][CH:28]=[CH:27][CH:26]=2)[C:22](=[O:31])[C:21]2[C:16](=[CH:17][C:18]([Cl:32])=[CH:19][CH:20]=2)[N:15]=1)[CH2:12][CH3:13])(C)(C)C.C(OC(=O)N)(C)(C)C, predict the reaction product. The product is: [CH2:24]([N:23]1[C:22](=[O:31])[C:21]2[C:16](=[CH:17][C:18]([Cl:32])=[CH:19][CH:20]=2)[N:15]=[C:14]1[CH:11]([N:10]1[C:33](=[O:36])[CH2:34][CH2:35][NH:7][CH2:8][CH2:9]1)[CH2:12][CH3:13])[C:25]1[CH:30]=[CH:29][CH:28]=[CH:27][CH:26]=1. (5) Given the reactants O=[CH:2][C@H:3]([C@@H:5]([C@@H:7]([CH2:9][OH:10])[OH:8])[OH:6])[OH:4].[OH-:11].[Na+].FC(F)(F)S(OS(C(F)(F)F)(=O)=O)(=O)=O.[C-:28]#N.[Na+], predict the reaction product. The product is: [CH2:2]([C@@H:3]([OH:4])[C@H:5]([OH:6])[C@H:7]([OH:8])[CH2:9][OH:10])[CH:28]=[O:11]. (6) Given the reactants [CH2:1]([O:8][CH2:9][C@@H:10]1[CH2:14][CH2:13][S:12](=[O:16])(=[O:15])[NH:11]1)[C:2]1[CH:7]=[CH:6][CH:5]=[CH:4][CH:3]=1.Br[C:18]1[N:23]=[CH:22][C:21]([C:24]([N:26]2[CH2:31][CH2:30][N:29]([C:32]3[CH:37]=[CH:36][C:35]([CH3:38])=[CH:34][C:33]=3[CH3:39])[CH2:28][CH2:27]2)=[O:25])=[CH:20][CH:19]=1, predict the reaction product. The product is: [CH2:1]([O:8][CH2:9][C@@H:10]1[CH2:14][CH2:13][S:12](=[O:16])(=[O:15])[N:11]1[C:18]1[N:23]=[CH:22][C:21]([C:24]([N:26]2[CH2:27][CH2:28][N:29]([C:32]3[CH:37]=[CH:36][C:35]([CH3:38])=[CH:34][C:33]=3[CH3:39])[CH2:30][CH2:31]2)=[O:25])=[CH:20][CH:19]=1)[C:2]1[CH:3]=[CH:4][CH:5]=[CH:6][CH:7]=1. (7) Given the reactants C([NH:8][S:9]([C:12]1([C:15]#[CH:16])[CH2:14][CH2:13]1)(=[O:11])=[O:10])(OC(C)(C)C)=O.C(O)(C(F)(F)F)=O, predict the reaction product. The product is: [C:15]([C:12]1([S:9]([NH2:8])(=[O:11])=[O:10])[CH2:14][CH2:13]1)#[CH:16].